From a dataset of NCI-60 drug combinations with 297,098 pairs across 59 cell lines. Regression. Given two drug SMILES strings and cell line genomic features, predict the synergy score measuring deviation from expected non-interaction effect. Drug 1: COC1=C(C=C2C(=C1)N=CN=C2NC3=CC(=C(C=C3)F)Cl)OCCCN4CCOCC4. Drug 2: C(CN)CNCCSP(=O)(O)O. Cell line: SF-539. Synergy scores: CSS=3.82, Synergy_ZIP=-2.72, Synergy_Bliss=-2.81, Synergy_Loewe=-7.29, Synergy_HSA=-3.77.